Dataset: Forward reaction prediction with 1.9M reactions from USPTO patents (1976-2016). Task: Predict the product of the given reaction. (1) Given the reactants [OH:1][CH2:2][C:3]1[N:7]([C:8]2[CH:13]=[CH:12][C:11]([OH:14])=[CH:10][CH:9]=2)[N:6]=[C:5]([CH3:15])[CH:4]=1.C(=O)([O-])[O-].[K+].[K+].Cl[CH2:23][CH2:24][CH2:25][N:26]1[CH2:30][CH2:29][CH2:28][CH2:27]1, predict the reaction product. The product is: [CH3:15][C:5]1[CH:4]=[C:3]([CH2:2][OH:1])[N:7]([C:8]2[CH:13]=[CH:12][C:11]([O:14][CH2:23][CH2:24][CH2:25][N:26]3[CH2:30][CH2:29][CH2:28][CH2:27]3)=[CH:10][CH:9]=2)[N:6]=1. (2) Given the reactants Br[C:2]1[C:10]2[O:9][CH2:8][CH:7]([C:11]3[CH:16]=[CH:15][C:14]([CH:17]([CH3:19])[CH3:18])=[CH:13][CH:12]=3)[C:6]=2[C:5]([CH3:20])=[C:4]([NH:21][C:22](=[O:28])[CH2:23][C:24]([CH3:27])([CH3:26])[CH3:25])[C:3]=1[CH3:29].[CH3:30][O:31][C:32]1[CH:37]=[CH:36][C:35](B(O)O)=[CH:34][CH:33]=1, predict the reaction product. The product is: [CH:17]([C:14]1[CH:13]=[CH:12][C:11]([CH:7]2[C:6]3[C:5]([CH3:20])=[C:4]([NH:21][C:22](=[O:28])[CH2:23][C:24]([CH3:26])([CH3:27])[CH3:25])[C:3]([CH3:29])=[C:2]([C:35]4[CH:36]=[CH:37][C:32]([O:31][CH3:30])=[CH:33][CH:34]=4)[C:10]=3[O:9][CH2:8]2)=[CH:16][CH:15]=1)([CH3:19])[CH3:18]. (3) Given the reactants [Cl-].O[NH3+:3].[C:4](=[O:7])([O-])[OH:5].[Na+].CS(C)=O.[F:13][CH:14]([F:48])[C:15]1[N:16]([C:40]2[CH:45]=[CH:44][C:43]([O:46][CH3:47])=[CH:42][CH:41]=2)[C:17](=[O:39])[C:18]([CH2:24][C:25]2[CH:30]=[CH:29][C:28]([C:31]3[C:32]([C:37]#[N:38])=[CH:33][CH:34]=[CH:35][CH:36]=3)=[CH:27][CH:26]=2)=[C:19]([CH2:21][CH2:22][CH3:23])[N:20]=1, predict the reaction product. The product is: [F:48][CH:14]([F:13])[C:15]1[N:16]([C:40]2[CH:41]=[CH:42][C:43]([O:46][CH3:47])=[CH:44][CH:45]=2)[C:17](=[O:39])[C:18]([CH2:24][C:25]2[CH:26]=[CH:27][C:28]([C:31]3[CH:36]=[CH:35][CH:34]=[CH:33][C:32]=3[C:37]3[NH:3][C:4](=[O:7])[O:5][N:38]=3)=[CH:29][CH:30]=2)=[C:19]([CH2:21][CH2:22][CH3:23])[N:20]=1. (4) Given the reactants [Br:1][C:2]1[C:6]([N+:7]([O-:9])=[O:8])=[C:5]([Br:10])[NH:4][N:3]=1.[H-].[Na+].Br[CH2:14][CH2:15][CH3:16], predict the reaction product. The product is: [CH2:14]([N:3]1[C:2]([Br:1])=[C:6]([N+:7]([O-:9])=[O:8])[C:5]([Br:10])=[N:4]1)[CH2:15][CH3:16]. (5) Given the reactants [CH3:1][C:2]1[O:6][C:5]([C:7]2[CH:12]=[CH:11][C:10]([CH3:13])=[CH:9][CH:8]=2)=[N:4][C:3]=1[CH2:14][C:15]1[CH:16]=[C:17]([CH:20]=[CH:21][CH:22]=1)[CH2:18]O.C1(P(C2C=CC=CC=2)C2C=CC=CC=2)C=CC=CC=1.C(Br)(Br)(Br)[Br:43], predict the reaction product. The product is: [CH3:1][C:2]1[O:6][C:5]([C:7]2[CH:12]=[CH:11][C:10]([CH3:13])=[CH:9][CH:8]=2)=[N:4][C:3]=1[CH2:14][C:15]1[CH:16]=[C:17]([CH:20]=[CH:21][CH:22]=1)[CH2:18][Br:43]. (6) Given the reactants [F:1][C:2]1[CH:7]=[CH:6][C:5]([C:8]2[CH:12]=[C:11]([CH2:13]C)[N:10]([CH2:15][C:16]([O:18][CH2:19][CH3:20])=[O:17])[C:9]=2[C:21]2[CH:26]=[CH:25][CH:24]=[CH:23][CH:22]=2)=[CH:4][CH:3]=1.FC(S(O[Si](C)(C)C)(=O)=O)(F)F.C([SiH](CC)CC)C.[C:46]1([S:52]([C:55]2[CH:62]=[CH:61][CH:60]=[CH:59][C:56]=2[CH:57]=O)(=[O:54])=[O:53])[CH:51]=[CH:50][CH:49]=[CH:48][CH:47]=1, predict the reaction product. The product is: [F:1][C:2]1[CH:7]=[CH:6][C:5]([C:8]2[C:12]([CH2:57][C:56]3[CH:59]=[CH:60][CH:61]=[CH:62][C:55]=3[S:52]([C:46]3[CH:51]=[CH:50][CH:49]=[CH:48][CH:47]=3)(=[O:54])=[O:53])=[C:11]([CH3:13])[N:10]([CH2:15][C:16]([O:18][CH2:19][CH3:20])=[O:17])[C:9]=2[C:21]2[CH:22]=[CH:23][CH:24]=[CH:25][CH:26]=2)=[CH:4][CH:3]=1. (7) Given the reactants COC(=O)CC1C=CC(CN2CCCC2)=CC=1.[N:18]1([CH2:23][C:24]2[CH:33]=[CH:32][C:27]([C:28](OC)=[O:29])=[CH:26][CH:25]=2)[CH2:22][CH2:21][CH2:20][CH2:19]1, predict the reaction product. The product is: [N:18]1([CH2:23][C:24]2[CH:33]=[CH:32][C:27]([CH2:28][OH:29])=[CH:26][CH:25]=2)[CH2:22][CH2:21][CH2:20][CH2:19]1. (8) Given the reactants [N:1]1[C:10]2[C:5](=[CH:6][CH:7]=[CH:8][CH:9]=2)[CH:4]=[CH:3][C:2]=1[NH:11][C:12](=[O:19])OCC(Cl)(Cl)Cl.[C:20]1([C:26]2[N:30]=[C:29]([N:31]3[CH2:36][CH2:35][NH:34][CH2:33][CH2:32]3)[S:28][N:27]=2)[CH:25]=[CH:24][CH:23]=[CH:22][CH:21]=1.C(N(C(C)C)CC)(C)C.O, predict the reaction product. The product is: [C:20]1([C:26]2[N:30]=[C:29]([N:31]3[CH2:36][CH2:35][N:34]([C:12]([NH:11][C:2]4[CH:3]=[CH:4][C:5]5[C:10](=[CH:9][CH:8]=[CH:7][CH:6]=5)[N:1]=4)=[O:19])[CH2:33][CH2:32]3)[S:28][N:27]=2)[CH:21]=[CH:22][CH:23]=[CH:24][CH:25]=1. (9) Given the reactants Cl.[NH2:2][CH2:3][C:4]1[CH:9]=[CH:8][C:7]([NH:10]/[C:11](=[C:18]2\[C:19](=[O:30])[NH:20][C:21]3[C:26]\2=[CH:25][C:24]([N+:27]([O-:29])=[O:28])=[CH:23][CH:22]=3)/[C:12]2[CH:17]=[CH:16][CH:15]=[CH:14][CH:13]=2)=[CH:6][CH:5]=1.[CH:31](=O)[CH:32]([CH3:34])[CH3:33].C([BH3-])#N.[Na+], predict the reaction product. The product is: [CH2:31]([NH:2][CH2:3][C:4]1[CH:5]=[CH:6][C:7]([NH:10]/[C:11](=[C:18]2\[C:19](=[O:30])[NH:20][C:21]3[C:26]\2=[CH:25][C:24]([N+:27]([O-:29])=[O:28])=[CH:23][CH:22]=3)/[C:12]2[CH:13]=[CH:14][CH:15]=[CH:16][CH:17]=2)=[CH:8][CH:9]=1)[CH:32]([CH3:34])[CH3:33].